The task is: Predict the product of the given reaction.. This data is from Forward reaction prediction with 1.9M reactions from USPTO patents (1976-2016). (1) Given the reactants [Br:1][C:2]1[CH:10]=[C:9]([CH:11]=O)[C:5]2[O:6][CH2:7][CH2:8][C:4]=2[CH:3]=1.[NH2:13][C:14]1[CH:18]=[CH:17][NH:16][N:15]=1.O=[C:20]([CH2:27][CH2:28][CH3:29])[CH2:21][C:22]([O:24][CH2:25][CH3:26])=[O:23], predict the reaction product. The product is: [Br:1][C:2]1[CH:10]=[C:9]([CH:11]2[C:21]([C:22]([O:24][CH2:25][CH3:26])=[O:23])=[C:20]([CH2:27][CH2:28][CH3:29])[NH:13][C:14]3=[N:15][NH:16][CH:17]=[C:18]23)[C:5]2[O:6][CH2:7][CH2:8][C:4]=2[CH:3]=1. (2) Given the reactants [F:1][C:2]([F:18])([F:17])[C:3]1[CH:12]=[CH:11][C:10]2[NH:9][C:8](=S)[N:7]3[N:14]=[N:15][CH:16]=[C:6]3[C:5]=2[CH:4]=1.[CH3:19][N:20]1[CH2:25][CH2:24][NH:23][CH2:22][CH2:21]1.O1CCOCC1.OO, predict the reaction product. The product is: [CH3:19][N:20]1[CH2:25][CH2:24][N:23]([C:8]2[N:7]3[N:14]=[N:15][CH:16]=[C:6]3[C:5]3[CH:4]=[C:3]([C:2]([F:18])([F:17])[F:1])[CH:12]=[CH:11][C:10]=3[N:9]=2)[CH2:22][CH2:21]1. (3) Given the reactants [C:1]([C:4]1[CH:13]=[C:12]([O:14][CH2:15][C:16]2[CH:21]=[CH:20][CH:19]=[CH:18][CH:17]=2)[CH:11]=[C:10]2[C:5]=1[CH2:6][CH2:7][C:8](=[O:22])[NH:9]2)(=[O:3])[CH3:2].ClC1C(=O)C(C#N)=C(C#N)C(=O)C=1Cl, predict the reaction product. The product is: [C:1]([C:4]1[CH:13]=[C:12]([O:14][CH2:15][C:16]2[CH:21]=[CH:20][CH:19]=[CH:18][CH:17]=2)[CH:11]=[C:10]2[C:5]=1[CH:6]=[CH:7][C:8](=[O:22])[NH:9]2)(=[O:3])[CH3:2].